The task is: Predict the product of the given reaction.. This data is from Forward reaction prediction with 1.9M reactions from USPTO patents (1976-2016). (1) Given the reactants [ClH:1].C(O)C.C([O:12][C@H:13]1[CH2:17][NH:16][C@H:15]([CH2:18][C:19]2[CH:24]=[CH:23][C:22]([CH3:25])=[C:21]([F:26])[CH:20]=2)[CH2:14]1)C1C=CC=CC=1, predict the reaction product. The product is: [ClH:1].[F:26][C:21]1[CH:20]=[C:19]([CH:24]=[CH:23][C:22]=1[CH3:25])[CH2:18][C@H:15]1[NH:16][CH2:17][C@H:13]([OH:12])[CH2:14]1. (2) Given the reactants [Cl:1][C:2]1[C:3]([C:12]2[CH:17]=[CH:16][C:15]([Cl:18])=[CH:14][CH:13]=2)=[CH:4][C:5]2[N:6]([C:8](=[O:11])[NH:9][N:10]=2)[N:7]=1.Cl[CH2:20][C:21]1[CH:22]=[CH:23][C:24]([C:27]([F:30])([F:29])[F:28])=[N:25][CH:26]=1.C([O-])([O-])=O.[K+].[K+], predict the reaction product. The product is: [Cl:1][C:2]1[C:3]([C:12]2[CH:17]=[CH:16][C:15]([Cl:18])=[CH:14][CH:13]=2)=[CH:4][C:5]2[N:6]([C:8](=[O:11])[N:9]([CH2:20][C:21]3[CH:26]=[N:25][C:24]([C:27]([F:30])([F:28])[F:29])=[CH:23][CH:22]=3)[N:10]=2)[N:7]=1.